This data is from Catalyst prediction with 721,799 reactions and 888 catalyst types from USPTO. The task is: Predict which catalyst facilitates the given reaction. (1) Reactant: [C:1]([O:5][C:6]([N:8]1[CH2:13][CH2:12][CH:11]([O:14][CH3:15])[CH:10]([CH2:16][N:17]=[N+]=[N-])[CH2:9]1)=[O:7])([CH3:4])([CH3:3])[CH3:2].[H][H]. Product: [C:1]([O:5][C:6]([N:8]1[CH2:13][CH2:12][CH:11]([O:14][CH3:15])[CH:10]([CH2:16][NH2:17])[CH2:9]1)=[O:7])([CH3:4])([CH3:3])[CH3:2]. The catalyst class is: 78. (2) Reactant: Br[C:2]1[CH:7]=[CH:6][C:5]([N:8]([CH2:12][CH3:13])[C:9](=[O:11])[CH3:10])=[C:4]([C:14]([CH3:17])([CH3:16])[CH3:15])[CH:3]=1.C([O-])(=O)C.[K+].[B:23]1([B:23]2[O:27][C:26]([CH3:29])([CH3:28])[C:25]([CH3:31])([CH3:30])[O:24]2)[O:27][C:26]([CH3:29])([CH3:28])[C:25]([CH3:31])([CH3:30])[O:24]1.O. Product: [C:14]([C:4]1[CH:3]=[C:2]([B:23]2[O:27][C:26]([CH3:29])([CH3:28])[C:25]([CH3:31])([CH3:30])[O:24]2)[CH:7]=[CH:6][C:5]=1[N:8]([CH2:12][CH3:13])[C:9](=[O:11])[CH3:10])([CH3:17])([CH3:16])[CH3:15]. The catalyst class is: 423. (3) Reactant: [Cl:1][C:2]1[C:6]([NH:7][CH2:8][CH3:9])=[CH:5][N:4]([C:10]2[CH:11]=[N:12][CH:13]=[CH:14][CH:15]=2)[N:3]=1.C(=O)([O-])O.[Na+].[C:21](Cl)(=[O:24])[CH:22]=[CH2:23]. Product: [Cl:1][C:2]1[C:6]([N:7]([CH2:8][CH3:9])[C:21](=[O:24])[CH:22]=[CH2:23])=[CH:5][N:4]([C:10]2[CH:11]=[N:12][CH:13]=[CH:14][CH:15]=2)[N:3]=1. The catalyst class is: 4. (4) Reactant: Cl.[CH2:2]([O:9][C:10](=[O:16])[C@H:11]1[CH2:15][CH2:14][CH2:13][NH:12]1)[C:3]1[CH:8]=[CH:7][CH:6]=[CH:5][CH:4]=1.[C@H:17]1([C:26]([OH:28])=O)[CH2:22][CH2:21][C@@H:20]([C:23]([OH:25])=O)[CH2:19][CH2:18]1. Product: [CH2:2]([O:9][C:10]([C@H:11]1[CH2:15][CH2:14][CH2:13][N:12]1[C:26]([C@H:17]1[CH2:18][CH2:19][C@@H:20]([C:23]([N:12]2[CH2:13][CH2:14][CH2:15][C@@H:11]2[C:10]([O:9][CH2:2][C:3]2[CH:8]=[CH:7][CH:6]=[CH:5][CH:4]=2)=[O:16])=[O:25])[CH2:21][CH2:22]1)=[O:28])=[O:16])[C:3]1[CH:4]=[CH:5][CH:6]=[CH:7][CH:8]=1. The catalyst class is: 25. (5) Reactant: [C:1]([N:9]1[CH2:14][CH2:13][C:12]([CH2:16][NH2:17])([F:15])[CH2:11][CH2:10]1)(=[O:8])[C:2]1[CH:7]=[CH:6][CH:5]=[CH:4][CH:3]=1.[C:18](O[C:18]([O:20][C:21]([CH3:24])([CH3:23])[CH3:22])=[O:19])([O:20][C:21]([CH3:24])([CH3:23])[CH3:22])=[O:19]. Product: [C:1]([N:9]1[CH2:10][CH2:11][C:12]([CH2:16][NH:17][C:18]([O:20][C:21]([CH3:24])([CH3:23])[CH3:22])=[O:19])([F:15])[CH2:13][CH2:14]1)(=[O:8])[C:2]1[CH:7]=[CH:6][CH:5]=[CH:4][CH:3]=1. The catalyst class is: 5. (6) Reactant: [H-].[Li+].[Cl:3][C:4]1[CH:10]=[C:9]([I:11])[CH:8]=[CH:7][C:5]=1[NH2:6].F[C:13]1[C:21]([F:22])=[C:20]([F:23])[CH:19]=[CH:18][C:14]=1[C:15]([OH:17])=[O:16].Cl. Product: [Cl:3][C:4]1[CH:10]=[C:9]([I:11])[CH:8]=[CH:7][C:5]=1[NH:6][C:13]1[C:21]([F:22])=[C:20]([F:23])[CH:19]=[CH:18][C:14]=1[C:15]([OH:17])=[O:16]. The catalyst class is: 47. (7) Reactant: [O:1]1[CH2:4][CH:3]([N:5]2[CH2:10][CH2:9][N:8]([C:11]3[CH:16]=[CH:15][C:14]([C:17]4[NH:18][C:19]5[C:24]([N:25]=4)=[C:23]([C:26]4[CH:27]=[CH:28][C:29]([O:34][CH:35]6[CH2:40][CH2:39][NH:38][CH2:37][CH2:36]6)=[C:30]([CH:33]=4)[C:31]#[N:32])[N:22]=[CH:21][N:20]=5)=[CH:13][CH:12]=3)[CH2:7][CH2:6]2)[CH2:2]1.[OH:41][C@@H:42]([CH3:46])[C:43](O)=[O:44].CN(C(ON1N=NC2C=CC=NC1=2)=[N+](C)C)C.F[P-](F)(F)(F)(F)F.CN1CCOCC1. Product: [OH:41][C@@H:42]([CH3:46])[C:43]([N:38]1[CH2:39][CH2:40][CH:35]([O:34][C:29]2[CH:28]=[CH:27][C:26]([C:23]3[N:22]=[CH:21][N:20]=[C:19]4[C:24]=3[N:25]=[C:17]([C:14]3[CH:13]=[CH:12][C:11]([N:8]5[CH2:9][CH2:10][N:5]([CH:3]6[CH2:2][O:1][CH2:4]6)[CH2:6][CH2:7]5)=[CH:16][CH:15]=3)[NH:18]4)=[CH:33][C:30]=2[C:31]#[N:32])[CH2:36][CH2:37]1)=[O:44]. The catalyst class is: 18. (8) Reactant: [C:1]([O-:4])(=O)[CH3:2].[K+].CS(C)=O.BrC1C=[N:13][C:14]([S:17]([CH3:20])(=[O:19])=[O:18])=[CH:15][CH:16]=1.C(OCC)(=O)C. Product: [CH3:20][S:17]([C:14]1[N:13]=[CH:2][C:1]([OH:4])=[CH:16][CH:15]=1)(=[O:19])=[O:18]. The catalyst class is: 280.